From a dataset of Forward reaction prediction with 1.9M reactions from USPTO patents (1976-2016). Predict the product of the given reaction. (1) Given the reactants [F:1][C:2]1[C:27]([O:28][CH3:29])=[CH:26][C:25]([O:30][CH3:31])=[C:24]([F:32])[C:3]=1[CH2:4][O:5][C:6]1[CH:7]=[N:8][C:9]([NH:12][C:13]2[CH:14]=[N:15][N:16]([CH2:18][C:19]([O:21]CC)=[O:20])[CH:17]=2)=[N:10][CH:11]=1.O1CCCC1.[OH-].[Na+].Cl, predict the reaction product. The product is: [F:1][C:2]1[C:27]([O:28][CH3:29])=[CH:26][C:25]([O:30][CH3:31])=[C:24]([F:32])[C:3]=1[CH2:4][O:5][C:6]1[CH:11]=[N:10][C:9]([NH:12][C:13]2[CH:14]=[N:15][N:16]([CH2:18][C:19]([OH:21])=[O:20])[CH:17]=2)=[N:8][CH:7]=1. (2) Given the reactants [B-].[B-].C1CCOCC1.C1CCOCC1.[Ca+2].[C:16]([O:20][C:21](=[O:41])[NH:22][C@@H:23]1[C:28](=[O:29])[C@H:27]([CH2:30][C:31]2[CH:36]=[CH:35][C:34]([N+:37]([O-:39])=[O:38])=[C:33]([F:40])[CH:32]=2)[CH2:26][S:25][CH2:24]1)([CH3:19])([CH3:18])[CH3:17].OS([O-])(=O)=O.[K+], predict the reaction product. The product is: [C:16]([O:20][C:21](=[O:41])[NH:22][C@@H:23]1[C@H:28]([OH:29])[C@H:27]([CH2:30][C:31]2[CH:36]=[CH:35][C:34]([N+:37]([O-:39])=[O:38])=[C:33]([F:40])[CH:32]=2)[CH2:26][S:25][CH2:24]1)([CH3:19])([CH3:17])[CH3:18]. (3) The product is: [CH2:21]([N:10]1[C:11]2[C:16](=[CH:15][C:14]([C:17]([O:19][CH3:20])=[O:18])=[CH:13][CH:12]=2)[C:8]([CH3:7])=[N:9]1)[CH3:22]. Given the reactants C(=O)([O-])[O-].[K+].[K+].[CH3:7][C:8]1[C:16]2[C:11](=[CH:12][CH:13]=[C:14]([C:17]([O:19][CH3:20])=[O:18])[CH:15]=2)[NH:10][N:9]=1.[CH2:21](I)[CH3:22], predict the reaction product. (4) Given the reactants [C:1]12([C:11]([O:13][CH:14]3[CH:18]4[O:19][C:20](=[O:30])[CH:21]5[CH:22]([C:23]([O:25]C(C)(C)C)=[O:24])[CH:15]3[CH2:16][CH:17]45)=[O:12])[CH2:10][CH:5]3[CH2:6][CH:7]([CH2:9][CH:3]([CH2:4]3)[CH2:2]1)[CH2:8]2, predict the reaction product. The product is: [C:1]12([C:11]([O:13][CH:14]3[CH:18]4[O:19][C:20](=[O:30])[CH:21]5[CH:22]([C:23]([OH:25])=[O:24])[CH:15]3[CH2:16][CH:17]45)=[O:12])[CH2:10][CH:5]3[CH2:4][CH:3]([CH2:9][CH:7]([CH2:6]3)[CH2:8]1)[CH2:2]2. (5) Given the reactants [C:1]([O:5][C:6]([O:8][C@@H:9]1[C@@H:13]([CH2:14][O:15][C:16]([O:18][C:19]([CH3:22])([CH3:21])[CH3:20])=[O:17])[O:12][C@@H:11]([N:23]2[CH:28]=[C:27]([C:29]#[CH:30])[C:26](=[O:31])[N:25]([C:32]([O:34][C:35]([CH3:38])([CH3:37])[CH3:36])=[O:33])[C:24]2=[O:39])[CH2:10]1)=[O:7])([CH3:4])([CH3:3])[CH3:2].[N:40]([CH:43](O)[CH3:44])=[N+:41]=[N-:42].C[OH:47], predict the reaction product. The product is: [C:1]([O:5][C:6]([O:8][C@@H:9]1[C@@H:13]([CH2:14][O:15][C:16]([O:18][C:19]([CH3:22])([CH3:21])[CH3:20])=[O:17])[O:12][C@@H:11]([N:23]2[CH:28]=[C:27]([C:29]3[N:42]=[N:41][N:40]([CH2:43][CH2:44][OH:47])[CH:30]=3)[C:26](=[O:31])[N:25]([C:32]([O:34][C:35]([CH3:38])([CH3:37])[CH3:36])=[O:33])[C:24]2=[O:39])[CH2:10]1)=[O:7])([CH3:2])([CH3:3])[CH3:4]. (6) Given the reactants [CH2:1]([N:4]1[CH2:9][CH2:8][CH:7]([C:10]2[CH:19]=[CH:18][C:13]([C:14]([O:16]C)=O)=[CH:12][CH:11]=2)[CH2:6][CH2:5]1)[CH:2]=[CH2:3].[CH3:20][O:21][C:22]1[CH:23]=[C:24]([CH2:30][CH2:31][C:32]2[CH:33]=[C:34]([NH2:37])[NH:35][N:36]=2)[CH:25]=[C:26]([O:28][CH3:29])[CH:27]=1.C[Al](C)C, predict the reaction product. The product is: [CH3:29][O:28][C:26]1[CH:25]=[C:24]([CH2:30][CH2:31][C:32]2[CH:33]=[C:34]([NH:37][C:14](=[O:16])[C:13]3[CH:12]=[CH:11][C:10]([CH:7]4[CH2:6][CH2:5][N:4]([CH2:1][CH:2]=[CH2:3])[CH2:9][CH2:8]4)=[CH:19][CH:18]=3)[NH:35][N:36]=2)[CH:23]=[C:22]([O:21][CH3:20])[CH:27]=1. (7) Given the reactants [CH2:1]([C:3]1[CH:4]=[C:5]2[NH:10][CH:9]=[C:8]([C:11]([OH:13])=O)[C:7](=[O:14])[N:6]2[CH:15]=1)[CH3:2].CCCP1(OP(CCC)(=O)OP(CCC)(=O)O1)=O.N1C=CC=CC=1.[NH2:40][C:41]1[C:42]([C:52]([CH3:55])([CH3:54])[CH3:53])=[CH:43][C:44]([C:48]([CH3:51])([CH3:50])[CH3:49])=[C:45]([OH:47])[CH:46]=1, predict the reaction product. The product is: [C:52]([C:42]1[CH:43]=[C:44]([C:48]([CH3:51])([CH3:50])[CH3:49])[C:45]([OH:47])=[CH:46][C:41]=1[NH:40][C:11]([C:8]1[C:7](=[O:14])[N:6]2[CH:15]=[C:3]([CH2:1][CH3:2])[CH:4]=[C:5]2[NH:10][CH:9]=1)=[O:13])([CH3:55])([CH3:53])[CH3:54].